From a dataset of Catalyst prediction with 721,799 reactions and 888 catalyst types from USPTO. Predict which catalyst facilitates the given reaction. (1) Reactant: [CH2:1]([O:5]C(Cl)=O)C(C)C.CN1CC[O:13]CC1.[ClH:16].Br[C:18]1[C:19]([OH:37])=[C:20]([C@H:25]([NH:32][C:33](=[O:36])[CH2:34][NH2:35])[CH2:26][C:27]([O:29][CH2:30][CH3:31])=[O:28])[CH:21]=[C:22]([Cl:24])[CH:23]=1.FC(F)(F)C(O)=O.ClC1C(O)=C(C(NC(=O)CN[C:62]([C:64]2[CH:69]=[CH:68][C:67]([NH:70][C:71]3[NH:72][CH2:73][CH2:74][CH2:75][N:76]=3)=[CH:66]N=2)=[O:63])CC(O)=O)C=C(Cl)C=1. Product: [Cl:16][C:18]1[C:19]([OH:37])=[C:20]([C@H:25]([NH:32][C:33](=[O:36])[CH2:34][NH:35][C:1](=[O:5])[C:69]2[CH:68]=[C:67]([NH:70][C:71]3[NH:72][CH2:73][CH:74]([OH:13])[CH2:75][N:76]=3)[CH:66]=[C:62]([OH:63])[CH:64]=2)[CH2:26][C:27]([O:29][CH2:30][CH3:31])=[O:28])[CH:21]=[C:22]([Cl:24])[CH:23]=1. The catalyst class is: 3. (2) Reactant: [NH2:1][C@H:2]1[CH2:7][CH2:6][C@H:5]([NH:8][C:9]2[CH:14]=[C:13]([C:15]3[CH:20]=[CH:19][CH:18]=[C:17]([NH:21][CH2:22][CH:23]4[CH2:28][C@H:27]([CH3:29])[O:26][C@H:25]([CH3:30])[CH2:24]4)[N:16]=3)[C:12]([Cl:31])=[CH:11][N:10]=2)[CH2:4][CH2:3]1.[CH3:32][O:33][CH2:34][CH2:35]OS(C1C=CC(C)=CC=1)(=O)=O.C(=O)([O-])[O-].[Na+].[Na+]. Product: [Cl:31][C:12]1[C:13]([C:15]2[CH:20]=[CH:19][CH:18]=[C:17]([NH:21][CH2:22][CH:23]3[CH2:24][C@H:25]([CH3:30])[O:26][C@H:27]([CH3:29])[CH2:28]3)[N:16]=2)=[CH:14][C:9]([NH:8][C@H:5]2[CH2:6][CH2:7][C@H:2]([NH:1][CH2:35][CH2:34][O:33][CH3:32])[CH2:3][CH2:4]2)=[N:10][CH:11]=1. The catalyst class is: 16. (3) Reactant: [CH3:1][O:2][C:3]([C:5]1([C:10](O)=[O:11])[CH2:9][CH2:8][CH2:7][CH2:6]1)=[O:4].C(N(CC)CC)C.ClC(OCC(C)C)=O. Product: [CH3:1][O:2][C:3]([C:5]1([CH2:10][OH:11])[CH2:6][CH2:7][CH2:8][CH2:9]1)=[O:4]. The catalyst class is: 1.